This data is from Catalyst prediction with 721,799 reactions and 888 catalyst types from USPTO. The task is: Predict which catalyst facilitates the given reaction. (1) Reactant: [CH3:1][C:2]1[CH:7]=[C:6]([C:8]2[C:16]3[C:11](=[CH:12][CH:13]=[C:14]([C:17](O)=[O:18])[CH:15]=3)[N:10]([C:20]([C:33]3[CH:38]=[CH:37][CH:36]=[CH:35][CH:34]=3)([C:27]3[CH:32]=[CH:31][CH:30]=[CH:29][CH:28]=3)[C:21]3[CH:26]=[CH:25][CH:24]=[CH:23][CH:22]=3)[N:9]=2)[CH:5]=[CH:4][N:3]=1.Cl.[NH2:40][CH:41]1[CH2:46][CH2:45][CH2:44][C:43]([CH2:55][OH:56])([O:47][C:48]2[CH:53]=[CH:52][CH:51]=[C:50]([F:54])[CH:49]=2)[CH2:42]1.CN(C(ON1N=NC2C=CC=NC1=2)=[N+](C)C)C.F[P-](F)(F)(F)(F)F.CCN(C(C)C)C(C)C. Product: [F:54][C:50]1[CH:49]=[C:48]([CH:53]=[CH:52][CH:51]=1)[O:47][C:43]1([CH2:55][OH:56])[CH2:44][CH2:45][CH2:46][CH:41]([NH:40][C:17]([C:14]2[CH:15]=[C:16]3[C:11](=[CH:12][CH:13]=2)[N:10]([C:20]([C:21]2[CH:22]=[CH:23][CH:24]=[CH:25][CH:26]=2)([C:27]2[CH:32]=[CH:31][CH:30]=[CH:29][CH:28]=2)[C:33]2[CH:34]=[CH:35][CH:36]=[CH:37][CH:38]=2)[N:9]=[C:8]3[C:6]2[CH:5]=[CH:4][N:3]=[C:2]([CH3:1])[CH:7]=2)=[O:18])[CH2:42]1. The catalyst class is: 44. (2) Reactant: [C:1]([C:3]1[CH:30]=[CH:29][C:6]2[C:7](I)=[C:8]([C:10]3[CH:15]=[CH:14][C:13]([C:16]4([NH:20][C:21](=[O:27])[O:22][C:23]([CH3:26])([CH3:25])[CH3:24])[CH2:19][CH2:18][CH2:17]4)=[CH:12][CH:11]=3)[O:9][C:5]=2[CH:4]=1)#[N:2].[C:31]1(B(O)O)[CH:36]=[CH:35][CH:34]=[CH:33][CH:32]=1.[F-].[Cs+].C1(P(C2C=CC=CC=2)C2C=CC=CC=2)C=CC=CC=1. Product: [C:1]([C:3]1[CH:30]=[CH:29][C:6]2[C:7]([C:31]3[CH:36]=[CH:35][CH:34]=[CH:33][CH:32]=3)=[C:8]([C:10]3[CH:15]=[CH:14][C:13]([C:16]4([NH:20][C:21](=[O:27])[O:22][C:23]([CH3:26])([CH3:25])[CH3:24])[CH2:19][CH2:18][CH2:17]4)=[CH:12][CH:11]=3)[O:9][C:5]=2[CH:4]=1)#[N:2]. The catalyst class is: 167. (3) Reactant: [Br-].[CH2:2]([N+:9]1[CH:18]=[CH:17][C:16]2[C:11](=[N:12][C:13]([NH:34][CH:35]([CH3:37])[CH3:36])=[C:14]([N:19]3[CH2:24][CH2:23][CH:22]([O:25][C:26]4[CH:31]=[CH:30][C:29]([F:32])=[CH:28][C:27]=4[F:33])[CH2:21][CH2:20]3)[N:15]=2)[CH:10]=1)[C:3]1[CH:8]=[CH:7][CH:6]=[CH:5][CH:4]=1.[BH-](OC(C)=O)(OC(C)=O)OC(C)=O.[Na+]. Product: [CH2:2]([N:9]1[CH2:18][CH2:17][C:16]2[C:11](=[N:12][C:13]([NH:34][CH:35]([CH3:37])[CH3:36])=[C:14]([N:19]3[CH2:24][CH2:23][CH:22]([O:25][C:26]4[CH:31]=[CH:30][C:29]([F:32])=[CH:28][C:27]=4[F:33])[CH2:21][CH2:20]3)[N:15]=2)[CH2:10]1)[C:3]1[CH:4]=[CH:5][CH:6]=[CH:7][CH:8]=1. The catalyst class is: 2. (4) Reactant: [CH2:1]1[N:6]2[C:7]3[CH:16]=[CH:15][CH:14]=[CH:13][C:8]=3[NH:9][C:10](=[O:12])[CH2:11][CH:5]2[CH2:4][NH:3][CH2:2]1.[Br:17]N1C(=O)CCC1=O. Product: [Br:17][C:14]1[CH:15]=[CH:16][C:7]2[N:6]3[CH2:1][CH2:2][NH:3][CH2:4][CH:5]3[CH2:11][C:10](=[O:12])[NH:9][C:8]=2[CH:13]=1. The catalyst class is: 86. (5) Reactant: [CH:1]([C:4]1[CH:9]=[CH:8][C:7]([CH:10]=[C:11]([CH3:17])[C:12](OCC)=[O:13])=[CH:6][CH:5]=1)([CH3:3])[CH3:2].[Cl-].[Ce+3].[Cl-].[Cl-].[H-].[Al+3].[Li+].[H-].[H-].[H-].O. Product: [CH:1]([C:4]1[CH:5]=[CH:6][C:7]([CH:10]=[C:11]([CH3:17])[CH2:12][OH:13])=[CH:8][CH:9]=1)([CH3:3])[CH3:2]. The catalyst class is: 7.